From a dataset of Forward reaction prediction with 1.9M reactions from USPTO patents (1976-2016). Predict the product of the given reaction. (1) Given the reactants Br[C:2]1[CH:11]=[CH:10][C:5]2[S:6][CH2:7][CH2:8][S:9][C:4]=2[CH:3]=1.C([Li])CCC.CCCCCC.[CH:23](OCC)=[O:24].Cl, predict the reaction product. The product is: [S:6]1[C:5]2[CH:10]=[CH:11][C:2]([CH:23]=[O:24])=[CH:3][C:4]=2[S:9][CH2:8][CH2:7]1. (2) Given the reactants Cl[C:2]1C=CC=CC=1B(O)O.BrC1C=NC=CC=1.C(=O)([O-])[O-].[Na+].[Na+].[Cl:24][C:25]1[CH:30]=[CH:29][CH:28]=[CH:27][C:26]=1[C:31]1[CH:32]=[N:33][CH:34]=[CH:35][CH:36]=1.IC.[BH4-].[Na+], predict the reaction product. The product is: [Cl:24][C:25]1[CH:30]=[CH:29][CH:28]=[CH:27][C:26]=1[C:31]1[CH2:32][N:33]([CH3:2])[CH2:34][CH2:35][CH:36]=1. (3) Given the reactants O=[C:2]1[C:7]([C:8]#[N:9])=[C:6]([N:10]2[CH2:15][CH2:14][CH2:13][CH2:12][CH2:11]2)[CH:5]=[C:4]([C:16]2[CH:21]=[CH:20][C:19]([CH3:22])=[CH:18][CH:17]=2)O1.[H-].[Na+].[CH2:25]1[CH2:29]O[CH2:27][CH2:26]1, predict the reaction product. The product is: [N:10]1([C:6]2[CH:5]=[C:4]([C:16]3[CH:21]=[CH:20][C:19]([CH3:22])=[CH:18][CH:17]=3)[C:6]3[C:5]4[C:26](=[CH:25][CH:29]=[CH:16][CH:4]=4)[CH2:27][C:2]=3[C:7]=2[C:8]#[N:9])[CH2:15][CH2:14][CH2:13][CH2:12][CH2:11]1. (4) Given the reactants C([Li])CCC.[CH:6]1([CH2:9][N:10]2[CH:14]=[N:13][CH:12]=[N:11]2)[CH2:8][CH2:7]1.CN(C)[C:17](=[O:19])[CH3:18], predict the reaction product. The product is: [CH:6]1([CH2:9][N:10]2[C:14]([C:17](=[O:19])[CH3:18])=[N:13][CH:12]=[N:11]2)[CH2:8][CH2:7]1. (5) Given the reactants [C:1]([O:6][CH:7]([O:9][C:10]([O:12][CH:13]1[CH2:18][C:17](=[O:19])[NH:16][C:14]1=[O:15])=[O:11])[CH3:8])(=[O:5])[CH:2]([CH3:4])[CH3:3].ON1C(=O)CCC1=O.C(=O)(SC)OC(OC(=O)C(C)C)C.[Cl:41][C:42]1[CH:47]=[CH:46][CH:45]=[C:44]([C:48]([O:50]O)=[O:49])[CH:43]=1, predict the reaction product. The product is: [C:1]([O:6][CH:7]([O:9][C:10]([O:12][CH:13]1[CH2:18][C:17](=[O:19])[NH:16][C:14]1=[O:15])=[O:11])[CH3:8])(=[O:5])[CH:2]([CH3:4])[CH3:3].[Cl:41][C:42]1[CH:43]=[C:44]([CH:45]=[CH:46][CH:47]=1)[C:48]([OH:50])=[O:49]. (6) Given the reactants [CH3:1][O:2][C:3]1[N:8]=[CH:7][C:6]([N:9]2[CH2:14][CH2:13][O:12][C:11]3[CH:15]=[N:16][C:17]([OH:19])=[CH:18][C:10]2=3)=[CH:5][C:4]=1[CH3:20].[H-].[Na+].[C:23]([O:27][C:28]([N:30]1[CH2:34][CH2:33][C@@H:32](OS(C)(=O)=O)[CH2:31]1)=[O:29])([CH3:26])([CH3:25])[CH3:24].C([O-])(O)=O.[Na+], predict the reaction product. The product is: [C:23]([O:27][C:28]([N:30]1[CH2:34][CH2:33][C@H:32]([O:19][C:17]2[N:16]=[CH:15][C:11]3[O:12][CH2:13][CH2:14][N:9]([C:6]4[CH:7]=[N:8][C:3]([O:2][CH3:1])=[C:4]([CH3:20])[CH:5]=4)[C:10]=3[CH:18]=2)[CH2:31]1)=[O:29])([CH3:26])([CH3:24])[CH3:25]. (7) Given the reactants [Cl:1][C:2]1[CH:7]=[CH:6][C:5](B(O)O)=[CH:4][C:3]=1[CH3:11].I[C:13]1[C:18]([O:19][CH3:20])=[CH:17][C:16]([C:21]2[C:30]3[C:25](=[CH:26][C:27]([S:31]([NH:34][C:35]4[CH:39]=[CH:38][O:37][N:36]=4)(=[O:33])=[O:32])=[CH:28][CH:29]=3)[CH:24]=[CH:23][N:22]=2)=[C:15]([CH3:40])[CH:14]=1.P([O-])([O-])([O-])=O.[K+].[K+].[K+].Cl, predict the reaction product. The product is: [Cl:1][C:2]1[CH:7]=[CH:6][C:5]([C:13]2[CH:14]=[C:15]([CH3:40])[C:16]([C:21]3[C:30]4[C:25](=[CH:26][C:27]([S:31]([NH:34][C:35]5[CH:39]=[CH:38][O:37][N:36]=5)(=[O:32])=[O:33])=[CH:28][CH:29]=4)[CH:24]=[CH:23][N:22]=3)=[CH:17][C:18]=2[O:19][CH3:20])=[CH:4][C:3]=1[CH3:11].